This data is from Reaction yield outcomes from USPTO patents with 853,638 reactions. The task is: Predict the reaction yield, written as a fraction of the theoretical maximum amount of product (1.0 means a 100% yield; for example, 0.34 means a 34% yield). (1) The reactants are [CH3:1][CH:2]([CH3:9])[CH2:3][C:4](OCC)=O.[C:10]1([NH:16][C:17](=[S:20])[NH:18][NH2:19])[CH:15]=[CH:14][CH:13]=[CH:12][CH:11]=1.C[O-].[Na+]. No catalyst specified. The product is [CH2:3]([C:4]1[N:16]([C:10]2[CH:11]=[CH:12][CH:13]=[CH:14][CH:15]=2)[C:17](=[S:20])[NH:18][N:19]=1)[CH:2]([CH3:1])[CH3:9]. The yield is 0.170. (2) The reactants are [CH2:1]([O:3][C:4]1[C:12]2[C:11](=O)[N:10]([C:14]3[CH:19]=[CH:18][C:17]([CH2:20][C:21]([O:23][CH2:24][CH3:25])=[O:22])=[CH:16][CH:15]=3)[C:9](=[O:26])[C:8]=2[C:7]([O:27][CH2:28][CH3:29])=[C:6]2[CH:30]=[CH:31][CH:32]=[CH:33][C:5]=12)[CH3:2].CCOCC. The catalyst is C(O)(=O)C.[Zn]. The product is [CH2:1]([O:3][C:4]1[C:12]2[CH2:11][N:10]([C:14]3[CH:15]=[CH:16][C:17]([CH2:20][C:21]([O:23][CH2:24][CH3:25])=[O:22])=[CH:18][CH:19]=3)[C:9](=[O:26])[C:8]=2[C:7]([O:27][CH2:28][CH3:29])=[C:6]2[CH:30]=[CH:31][CH:32]=[CH:33][C:5]=12)[CH3:2]. The yield is 0.320. (3) The reactants are [N+:1]([C:4]1[CH:5]=[C:6]([CH2:10][C:11]([O:13][CH2:14][CH3:15])=[O:12])[CH:7]=[CH:8][CH:9]=1)([O-])=O. The catalyst is CO.[Pd]. The product is [NH2:1][C:4]1[CH:5]=[C:6]([CH2:10][C:11]([O:13][CH2:14][CH3:15])=[O:12])[CH:7]=[CH:8][CH:9]=1. The yield is 1.00. (4) The reactants are N1C2C=CC=C[C:4]=2N=N1.[C:10]([O:14][C:15]([N:17]1[CH2:22][CH2:21][CH:20]([NH:23][CH2:24][CH:25]2[CH2:27][CH2:26]2)[CH2:19][CH2:18]1)=[O:16])([CH3:13])([CH3:12])[CH3:11].[F:28][C:29]1[CH:36]=[CH:35][C:32]([CH:33]=O)=[C:31]([C:37]([F:40])([F:39])[F:38])[CH:30]=1.C[Mg]Br. The catalyst is C1C=CC=CC=1. The product is [C:10]([O:14][C:15]([N:17]1[CH2:22][CH2:21][CH:20]([N:23]([CH2:24][CH:25]2[CH2:26][CH2:27]2)[CH:33]([C:32]2[CH:35]=[CH:36][C:29]([F:28])=[CH:30][C:31]=2[C:37]([F:40])([F:39])[F:38])[CH3:4])[CH2:19][CH2:18]1)=[O:16])([CH3:13])([CH3:11])[CH3:12]. The yield is 0.140. (5) The reactants are [Si]([O:8][CH2:9][CH2:10][O:11][C:12]1[C:17]([CH3:18])=[CH:16][C:15]([C:19]2[NH:28][C:27](=[O:29])[C:26]3[C:21](=[CH:22][C:23]([O:30][CH3:31])=[CH:24][CH:25]=3)[N:20]=2)=[CH:14][C:13]=1[CH3:32])(C(C)(C)C)(C)C.CCCC[N+](CCCC)(CCCC)CCCC.[F-]. The catalyst is O. The product is [OH:8][CH2:9][CH2:10][O:11][C:12]1[C:17]([CH3:18])=[CH:16][C:15]([C:19]2[NH:28][C:27](=[O:29])[C:26]3[C:21](=[CH:22][C:23]([O:30][CH3:31])=[CH:24][CH:25]=3)[N:20]=2)=[CH:14][C:13]=1[CH3:32]. The yield is 0.120. (6) The reactants are [C:1]1([S:7]([N:10]2[C:18]3[C:13](=[CH:14][CH:15]=[CH:16][CH:17]=3)[C:12](B3OC(C)(C)C(C)(C)O3)=[CH:11]2)(=[O:9])=[O:8])[CH:6]=[CH:5][CH:4]=[CH:3][CH:2]=1.Br[C:29]1[NH:30][CH:31]=[CH:32][N:33]=1.C([O-])([O-])=O.[Na+].[Na+].O1CCOCC1. The catalyst is CC(=O)OCC.O. The product is [C:1]1([S:7]([N:10]2[C:18]3[C:13](=[CH:14][CH:15]=[CH:16][CH:17]=3)[C:12]([C:29]3[NH:30][CH:31]=[CH:32][N:33]=3)=[CH:11]2)(=[O:8])=[O:9])[CH:6]=[CH:5][CH:4]=[CH:3][CH:2]=1. The yield is 0.740. (7) The reactants are [OH-].[K+].FC(F)(F)C([N:7]1[CH2:22][CH2:21][C:10]2([C:19]3[C:14](=[CH:15][CH:16]=[CH:17][CH:18]=3)[NH:13][C:12](=[O:20])[CH2:11]2)[CH2:9][CH2:8]1)=O.Cl.C(N(CC)CC)C.[C:33](Cl)(=[O:38])[C:34]([CH3:37])([CH3:36])[CH3:35]. The catalyst is O.CO. The product is [C:33]([N:7]1[CH2:8][CH2:9][C:10]2([C:19]3[C:14](=[CH:15][CH:16]=[CH:17][CH:18]=3)[NH:13][C:12](=[O:20])[CH2:11]2)[CH2:21][CH2:22]1)(=[O:38])[C:34]([CH3:37])([CH3:36])[CH3:35]. The yield is 0.790.